Dataset: Reaction yield outcomes from USPTO patents with 853,638 reactions. Task: Predict the reaction yield, written as a fraction of the theoretical maximum amount of product (1.0 means a 100% yield; for example, 0.34 means a 34% yield). (1) The reactants are [SH:1][C:2]1[S:3][C:4]2[CH:10]=[CH:9][C:8]([C:11]#[N:12])=[CH:7][C:5]=2[N:6]=1.[Cl:13][C:14]1[CH:19]=[C:18]([N+:20]([O-:22])=[O:21])[CH:17]=[CH:16][C:15]=1F.[H-].[Na+]. The catalyst is CN(C=O)C. The product is [Cl:13][C:14]1[CH:19]=[C:18]([N+:20]([O-:22])=[O:21])[CH:17]=[CH:16][C:15]=1[S:1][C:2]1[S:3][C:4]2[CH:10]=[CH:9][C:8]([C:11]#[N:12])=[CH:7][C:5]=2[N:6]=1. The yield is 0.920. (2) The reactants are [Cl:1][C:2]1[CH:6]=[N:5][N:4]([CH3:7])[C:3]=1[C:8]1[CH:9]=[C:10]([NH2:16])[CH:11]=[CH:12][C:13]=1[O:14][CH3:15].[CH2:17]([N:24]=[C:25]=[O:26])[C:18]1[CH:23]=[CH:22][CH:21]=[CH:20][CH:19]=1. No catalyst specified. The product is [CH2:17]([NH:24][C:25]([NH:16][C:10]1[CH:11]=[CH:12][C:13]([O:14][CH3:15])=[C:8]([C:3]2[N:4]([CH3:7])[N:5]=[CH:6][C:2]=2[Cl:1])[CH:9]=1)=[O:26])[C:18]1[CH:23]=[CH:22][CH:21]=[CH:20][CH:19]=1. The yield is 0.461.